From a dataset of Catalyst prediction with 721,799 reactions and 888 catalyst types from USPTO. Predict which catalyst facilitates the given reaction. (1) Reactant: [CH3:1][C:2]1[CH:7]=[CH:6][C:5]([S:8]([OH:11])(=[O:10])=[O:9])=[CH:4][CH:3]=1.[CH3:12][C:13]1[N:18]([C:19]2[CH:24]=[CH:23][CH:22]=[C:21]([C:25]([F:28])([F:27])[F:26])[CH:20]=2)[C:17](=[O:29])[C:16]([C:30]([NH:32][CH2:33][C:34]2[CH:39]=[CH:38][C:37]([S:40]([CH3:43])(=[O:42])=[O:41])=[CH:36][N:35]=2)=[O:31])=[CH:15][C:14]=1[C:44]1[N:48]([CH3:49])[N:47]=[CH:46][CH:45]=1.O.[C:51]1([CH3:61])[CH:56]=[CH:55][C:54]([S:57]([OH:60])(=[O:59])=[O:58])=[CH:53][CH:52]=1. Product: [CH3:1][C:2]1[CH:3]=[CH:4][C:5]([S:8]([OH:11])(=[O:10])=[O:9])=[CH:6][CH:7]=1.[CH3:12][C:13]1[N:18]([C:19]2[CH:24]=[CH:23][CH:22]=[C:21]([C:25]([F:27])([F:26])[F:28])[CH:20]=2)[C:17](=[O:29])[C:16]([C:30]([NH:32][CH2:33][C:34]2[CH:39]=[CH:38][C:37]([S:40]([CH3:43])(=[O:42])=[O:41])=[CH:36][N:35]=2)=[O:31])=[CH:15][C:14]=1[C:44]1[N:48]([CH3:49])[N:47]=[CH:46][CH:45]=1.[S:57]([C:54]1[CH:55]=[CH:56][C:51]([CH3:61])=[CH:52][CH:53]=1)([O-:60])(=[O:59])=[O:58]. The catalyst class is: 7. (2) Reactant: [O:1]=[C:2]1[C@H:13]([CH2:14][C:15]([OH:17])=O)[CH2:12][CH:11]=[CH:10][CH2:9][CH2:8][C:7](=[O:18])[O:6][C@H:5]([C:19]2[CH:24]=[CH:23][CH:22]=[CH:21][CH:20]=2)[CH2:4][NH:3]1.[Cl:25][C:26]1[CH:31]=[CH:30][C:29]([CH2:32][NH2:33])=[CH:28][CH:27]=1. Product: [Cl:25][C:26]1[CH:31]=[CH:30][C:29]([CH2:32][NH:33][C:15](=[O:17])[CH2:14][C@@H:13]2[CH2:12][CH:11]=[CH:10][CH2:9][CH2:8][C:7](=[O:18])[O:6][C@H:5]([C:19]3[CH:24]=[CH:23][CH:22]=[CH:21][CH:20]=3)[CH2:4][NH:3][C:2]2=[O:1])=[CH:28][CH:27]=1. The catalyst class is: 2.